From a dataset of Full USPTO retrosynthesis dataset with 1.9M reactions from patents (1976-2016). Predict the reactants needed to synthesize the given product. (1) The reactants are: B([C:4]1[CH:15]=[C:14]([Cl:16])[CH:13]=[CH:12][C:5]=1[O:6][C@@H:7]([CH3:11])[C:8]([OH:10])=[O:9])(O)O.Br[C:18]1[CH:32]=[CH:31][C:21]([C:22]([N:24]([CH:28]([CH3:30])[CH3:29])[CH:25]([CH3:27])[CH3:26])=[O:23])=[C:20]([F:33])[CH:19]=1.C(=O)([O-])[O-].[Na+].[Na+]. Given the product [CH3:27][CH:25]([N:24]([CH:28]([CH3:30])[CH3:29])[C:22]([C:21]1[CH:31]=[CH:32][C:18]([C:4]2[CH:15]=[C:14]([Cl:16])[CH:13]=[CH:12][C:5]=2[O:6][C@@H:7]([CH3:11])[C:8]([OH:10])=[O:9])=[CH:19][C:20]=1[F:33])=[O:23])[CH3:26], predict the reactants needed to synthesize it. (2) Given the product [Cl:55][C:56]1[CH:57]=[CH:58][C:59]([CH:66]([CH3:68])[CH3:67])=[C:60]([N:62]2[C:22](=[O:23])[CH2:21][S:64]/[C:63]/2=[N:65]\[C:30]([NH:29][CH2:32][CH2:33][C:34]2[CH:39]=[CH:38][C:37]([C:40]3[N:44]=[CH:43][N:42]([C:45]4[CH:50]=[CH:49][C:48]([C:51]([F:54])([F:53])[F:52])=[CH:47][CH:46]=4)[N:41]=3)=[CH:36][CH:35]=2)=[O:31])[CH:61]=1, predict the reactants needed to synthesize it. The reactants are: FC(F)(F)C1C=CC(N2C=NC(C3C=CC(C[CH2:21][C:22](N=[N+]=[N-])=[O:23])=CC=3)=N2)=CC=1.[N:29]([CH2:32][CH2:33][C:34]1[CH:39]=[CH:38][C:37]([C:40]2[N:44]=[CH:43][N:42]([C:45]3[CH:50]=[CH:49][C:48]([C:51]([F:54])([F:53])[F:52])=[CH:47][CH:46]=3)[N:41]=2)=[CH:36][CH:35]=1)=[C:30]=[O:31].[Cl:55][C:56]1[CH:57]=[CH:58][C:59]([CH:66]([CH3:68])[CH3:67])=[C:60]([NH:62][C:63]([NH2:65])=[S:64])[CH:61]=1. (3) Given the product [CH3:25][C:5]1([C:3]([OH:4])=[O:2])[CH2:9][CH2:8][N:7]([C:10](=[O:24])[C:11]2[CH:16]=[CH:15][CH:14]=[C:13]([O:17][C:18]3[CH:19]=[CH:20][CH:21]=[CH:22][CH:23]=3)[CH:12]=2)[CH2:6]1, predict the reactants needed to synthesize it. The reactants are: C[O:2][C:3]([C:5]1([CH3:25])[CH2:9][CH2:8][N:7]([C:10](=[O:24])[C:11]2[CH:16]=[CH:15][CH:14]=[C:13]([O:17][C:18]3[CH:23]=[CH:22][CH:21]=[CH:20][CH:19]=3)[CH:12]=2)[CH2:6]1)=[O:4].C1COCC1.O.[OH-].[Li+].